From a dataset of Retrosynthesis with 50K atom-mapped reactions and 10 reaction types from USPTO. Predict the reactants needed to synthesize the given product. (1) The reactants are: CC1CCCN1.CCCN(CC1CC1)C(=O)c1oc(-c2ccc(OCCCCl)cc2)nc1C. Given the product CCCN(CC1CC1)C(=O)c1oc(-c2ccc(OCCCN3CCCC3C)cc2)nc1C, predict the reactants needed to synthesize it. (2) Given the product C=C[C@@H]1C[C@]1(NC(=O)[C@H]1CCN(C(=O)OC(C)(C)C)C1)C(=O)NS(=O)(=O)c1cccc(OCc2ccccc2)c1, predict the reactants needed to synthesize it. The reactants are: C=C[C@@H]1C[C@]1(N)C(=O)NS(=O)(=O)c1cccc(OCc2ccccc2)c1.CC(C)(C)OC(=O)N1CC[C@H](C(=O)O)C1. (3) Given the product CCOC(=O)C1(COc2cc(C)c(-c3ccc(-c4nc(C(F)(F)F)cn4COCC[Si](C)(C)C)nc3)cn2)CCC1, predict the reactants needed to synthesize it. The reactants are: CCOC(=O)C1(COc2cc(C)c(B3OC(C)(C)C(C)(C)O3)cn2)CCC1.C[Si](C)(C)CCOCn1cc(C(F)(F)F)nc1-c1ccc(Br)cn1. (4) Given the product Nc1cnn(-c2ccccc2)c(=O)c1Cl, predict the reactants needed to synthesize it. The reactants are: N.O=c1c(Cl)c(Cl)cnn1-c1ccccc1. (5) Given the product CC(C)(O)C#Cc1cc2c(cc1F)C1CC(C1)c1c-2nc(C(N)=O)n1C(F)F, predict the reactants needed to synthesize it. The reactants are: C#CC(C)(C)O.NC(=O)c1nc2c(n1C(F)F)C1CC(C1)c1cc(F)c(I)cc1-2.